From a dataset of NCI-60 drug combinations with 297,098 pairs across 59 cell lines. Regression. Given two drug SMILES strings and cell line genomic features, predict the synergy score measuring deviation from expected non-interaction effect. (1) Drug 1: C1CC(C1)(C(=O)O)C(=O)O.[NH2-].[NH2-].[Pt+2]. Drug 2: CCC1=C2CN3C(=CC4=C(C3=O)COC(=O)C4(CC)O)C2=NC5=C1C=C(C=C5)O. Cell line: LOX IMVI. Synergy scores: CSS=32.5, Synergy_ZIP=-1.45, Synergy_Bliss=1.68, Synergy_Loewe=-7.60, Synergy_HSA=2.86. (2) Drug 1: CC1=C2C(C(=O)C3(C(CC4C(C3C(C(C2(C)C)(CC1OC(=O)C(C(C5=CC=CC=C5)NC(=O)OC(C)(C)C)O)O)OC(=O)C6=CC=CC=C6)(CO4)OC(=O)C)OC)C)OC. Drug 2: CN1C(=O)N2C=NC(=C2N=N1)C(=O)N. Cell line: HT29. Synergy scores: CSS=28.6, Synergy_ZIP=2.65, Synergy_Bliss=-1.63, Synergy_Loewe=-41.3, Synergy_HSA=-3.67. (3) Drug 2: CC1C(C(CC(O1)OC2CC(CC3=C2C(=C4C(=C3O)C(=O)C5=C(C4=O)C(=CC=C5)OC)O)(C(=O)CO)O)N)O.Cl. Synergy scores: CSS=35.6, Synergy_ZIP=-7.37, Synergy_Bliss=-2.45, Synergy_Loewe=-9.58, Synergy_HSA=-0.657. Cell line: SK-MEL-5. Drug 1: COC1=CC(=CC(=C1O)OC)C2C3C(COC3=O)C(C4=CC5=C(C=C24)OCO5)OC6C(C(C7C(O6)COC(O7)C8=CC=CS8)O)O.